Dataset: Full USPTO retrosynthesis dataset with 1.9M reactions from patents (1976-2016). Task: Predict the reactants needed to synthesize the given product. (1) Given the product [CH3:26][C:25]1[S:27][C:2]2[CH2:3][C:4]3[CH:13]=[CH:12][C:11]([N:14]4[CH2:18][C@H:17]([CH2:19][NH:20][C:21](=[O:23])[CH3:22])[O:16][C:15]4=[O:24])=[CH:10][C:5]=3[CH2:6][CH2:7][C:8]=2[N:28]=1, predict the reactants needed to synthesize it. The reactants are: Br[CH:2]1[C:8](=O)[CH2:7][CH2:6][C:5]2[CH:10]=[C:11]([N:14]3[CH2:18][C@H:17]([CH2:19][NH:20][C:21](=[O:23])[CH3:22])[O:16][C:15]3=[O:24])[CH:12]=[CH:13][C:4]=2[CH2:3]1.[C:25]([NH2:28])(=[S:27])[CH3:26].C(=O)(O)[O-].[Na+]. (2) Given the product [CH3:22][O:21][CH2:20][O:19][C:11]1[C:12](=[O:18])[N:13]([CH2:15][O:16][CH3:17])[CH:14]=[C:9]([S:8][CH2:7][C:6]2[CH:23]=[N:31][CH:32]=[CH:27][N:28]=2)[CH:10]=1, predict the reactants needed to synthesize it. The reactants are: C(C1C=[CH:23][C:6]([CH2:7][S:8][C:9]2[CH:10]=[C:11]([O:19][CH2:20][O:21][CH3:22])[C:12](=[O:18])[N:13]([CH2:15][O:16][CH3:17])[CH:14]=2)=CC=1)C.ClC[C:27]1[CH:32]=[N:31]C=C[N:28]=1. (3) Given the product [OH:29][C@@H:24]1[C@@H:23]([N:13]2[C:12](=[O:30])[C:11]3[C:16](=[C:17]4[CH:22]=[CH:21][CH:20]=[CH:19][C:18]4=[C:9]([CH2:8][C:5]4[CH:6]=[N:7][C:2]([CH3:34])=[CH:3][CH:4]=4)[CH:10]=3)[N:15]=[CH:14]2)[CH2:28][CH2:27][O:26][CH2:25]1, predict the reactants needed to synthesize it. The reactants are: Cl[C:2]1[N:7]=[CH:6][C:5]([CH2:8][C:9]2[CH:10]=[C:11]3[C:16](=[C:17]4[CH:22]=[CH:21][CH:20]=[CH:19][C:18]=24)[N:15]=[CH:14][N:13]([C@H:23]2[CH2:28][CH2:27][O:26][CH2:25][C@@H:24]2[OH:29])[C:12]3=[O:30])=[CH:4][CH:3]=1.[Cl-].C[Zn+].[CH2:34](Cl)Cl. (4) Given the product [CH3:1][CH2:2][CH2:3][S:4]([NH:7][C:8]1[CH:9]=[CH:10][C:11]([F:33])=[C:12]([C:15]([C:17]2[C:21]3[CH:22]=[C:23]([C:26]4[CH:27]=[CH:28][C:29]([Cl:32])=[CH:30][CH:31]=4)[CH:24]=[N:25][C:20]=3[NH:19][CH:18]=2)=[O:16])[C:13]=1[F:14])(=[O:6])=[O:5].[OH:38][CH2:39][CH2:40][N+:41]([CH3:44])([CH3:43])[CH3:42], predict the reactants needed to synthesize it. The reactants are: [CH3:1][CH2:2][CH2:3][S:4]([NH:7][C:8]1[CH:9]=[CH:10][C:11]([F:33])=[C:12]([C:15]([C:17]2[C:21]3[CH:22]=[C:23]([C:26]4[CH:27]=[CH:28][C:29]([Cl:32])=[CH:30][CH:31]=4)[CH:24]=[N:25][C:20]=3[NH:19][CH:18]=2)=[O:16])[C:13]=1[F:14])(=[O:6])=[O:5].CC(C)=O.[OH:38][CH2:39][CH2:40][N+:41]([CH3:44])([CH3:43])[CH3:42].